Dataset: Reaction yield outcomes from USPTO patents with 853,638 reactions. Task: Predict the reaction yield, written as a fraction of the theoretical maximum amount of product (1.0 means a 100% yield; for example, 0.34 means a 34% yield). (1) The reactants are [C:1]([C:3]1[CH:4]=[C:5]([C:16]([O:18][CH3:19])=[O:17])[C:6]2[C:7]([CH3:15])=[CH:8][N:9]([CH:12]([CH3:14])[CH3:13])[C:10]=2[CH:11]=1)#[N:2].[N:20]([Si](C)(C)C)=[N+:21]=[N-:22].O.O.O.[F-].C([N+](CCCC)(CCCC)CCCC)CCC.CO.C(Cl)Cl. The catalyst is CCOC(C)=O.CC(O)=O. The product is [CH:12]([N:9]1[C:10]2[CH:11]=[C:3]([C:1]3[NH:22][N:21]=[N:20][N:2]=3)[CH:4]=[C:5]([C:16]([O:18][CH3:19])=[O:17])[C:6]=2[C:7]([CH3:15])=[CH:8]1)([CH3:14])[CH3:13]. The yield is 0.480. (2) The reactants are [Br:1][C:2]1[CH:3]=[CH:4][C:5]([F:18])=[C:6]([C:8]2[S:9][CH:10]=[C:11]([C:13]([O:15]CC)=[O:14])[N:12]=2)[CH:7]=1.[OH-].[Li+]. The catalyst is CO.O. The product is [Br:1][C:2]1[CH:3]=[CH:4][C:5]([F:18])=[C:6]([C:8]2[S:9][CH:10]=[C:11]([C:13]([OH:15])=[O:14])[N:12]=2)[CH:7]=1. The yield is 0.890. (3) The reactants are [N:1]1([C:5]2[CH:10]=[CH:9][N:8]=[C:7]([NH2:11])[CH:6]=2)[CH2:4][CH2:3][CH2:2]1.Br[CH2:13][C:14]([C:16]1[CH:21]=[CH:20][CH:19]=[C:18]([O:22][CH3:23])[CH:17]=1)=O. No catalyst specified. The product is [N:1]1([C:5]2[CH:10]=[CH:9][N:8]3[CH:13]=[C:14]([C:16]4[CH:21]=[CH:20][CH:19]=[C:18]([O:22][CH3:23])[CH:17]=4)[N:11]=[C:7]3[CH:6]=2)[CH2:4][CH2:3][CH2:2]1. The yield is 0.280. (4) The reactants are [CH3:1][O:2][C:3]1[CH:8]=[CH:7][C:6]([N+:9]([O-:11])=[O:10])=[CH:5][C:4]=1[OH:12].C([O-])([O-])=O.[K+].[K+].[CH2:19](Br)[C:20]1[CH:25]=[CH:24][CH:23]=[CH:22][CH:21]=1.O. The catalyst is CN(C=O)C. The product is [CH2:19]([O:12][C:4]1[CH:5]=[C:6]([N+:9]([O-:11])=[O:10])[CH:7]=[CH:8][C:3]=1[O:2][CH3:1])[C:20]1[CH:25]=[CH:24][CH:23]=[CH:22][CH:21]=1. The yield is 0.970. (5) The reactants are [CH3:1][O:2][CH2:3][C:4]([NH:6][C:7]1[CH:8]=[C:9]2[C:13](=[CH:14][CH:15]=1)[CH2:12][CH2:11][CH2:10]2)=[O:5].C(O)(=O)C.[Br:20]Br. The catalyst is O. The product is [CH3:1][O:2][CH2:3][C:4]([NH:6][C:7]1[CH:8]=[C:9]2[C:13](=[CH:14][C:15]=1[Br:20])[CH2:12][CH2:11][CH2:10]2)=[O:5]. The yield is 0.910. (6) The reactants are [Br:1][CH2:2][CH2:3][CH2:4][CH2:5][CH2:6][C:7]([CH3:19])([C:13]1[CH:18]=[CH:17][CH:16]=[CH:15][CH:14]=1)[C:8](OCC)=[O:9].[H-].[H-].[H-].[H-].[Li+].[Al+3]. The catalyst is CCOCC. The product is [Br:1][CH2:2][CH2:3][CH2:4][CH2:5][CH2:6][C:7]([CH3:19])([C:13]1[CH:14]=[CH:15][CH:16]=[CH:17][CH:18]=1)[CH2:8][OH:9]. The yield is 1.03. (7) The reactants are [NH2:1][C:2]1[C:3]([C:7]2[N:11]([C:12]3[CH:17]=[CH:16][CH:15]=[C:14]([Cl:18])[CH:13]=3)[C:10](=[O:19])[O:9][N:8]=2)=[N:4][O:5][N:6]=1.[C:20]([O:24][C:25]([NH:27][CH2:28][C:29]1[CH:37]=[CH:36][C:32]([C:33](O)=[O:34])=[CH:31][CH:30]=1)=[O:26])([CH3:23])([CH3:22])[CH3:21].C(N(CC)C(C)C)(C)C. The catalyst is ClCCl.CN(C)C1C=CN=CC=1.C(OCC)(=O)C. The product is [Cl:18][C:14]1[CH:13]=[C:12]([N:11]2[C:10](=[O:19])[O:9][N:8]=[C:7]2[C:3]2[C:2]([NH:1][C:33]([C:32]3[CH:31]=[CH:30][C:29]([CH2:28][NH:27][C:25](=[O:26])[O:24][C:20]([CH3:21])([CH3:22])[CH3:23])=[CH:37][CH:36]=3)=[O:34])=[N:6][O:5][N:4]=2)[CH:17]=[CH:16][CH:15]=1. The yield is 0.240.